From a dataset of Catalyst prediction with 721,799 reactions and 888 catalyst types from USPTO. Predict which catalyst facilitates the given reaction. (1) Reactant: C([N:4]1[C:12]2[C:7](=[CH:8][C:9]([N+:13]([O-:15])=[O:14])=[CH:10][CH:11]=2)[C:6](=[C:16](OCC)[C:17]2[CH:22]=[CH:21][CH:20]=[CH:19][CH:18]=2)[C:5]1=[O:26])(=O)C.[N:27]1([CH2:33][CH2:34][C:35]2[CH:41]=[CH:40][C:38]([NH2:39])=[CH:37][CH:36]=2)[CH2:32][CH2:31][CH2:30][CH2:29][CH2:28]1.[OH-].[Na+]. Product: [N:27]1([CH2:33][CH2:34][C:35]2[CH:36]=[CH:37][C:38]([NH:39]/[C:16](=[C:6]3\[C:5](=[O:26])[NH:4][C:12]4[C:7]\3=[CH:8][C:9]([N+:13]([O-:15])=[O:14])=[CH:10][CH:11]=4)/[C:17]3[CH:18]=[CH:19][CH:20]=[CH:21][CH:22]=3)=[CH:40][CH:41]=2)[CH2:28][CH2:29][CH2:30][CH2:31][CH2:32]1. The catalyst class is: 121. (2) Reactant: C(N(CC)CC)C.[Cl:8][C:9]1[C:10](=[O:30])[NH:11][C:12]([C:15]([C:22]2[CH:27]=[CH:26][C:25]([CH2:28][CH3:29])=[CH:24][CH:23]=2)=[CH:16][C@H:17]2[CH2:21][CH2:20][CH2:19][NH:18]2)=[CH:13][CH:14]=1.[C:31](Cl)(=[O:33])[CH3:32].O. Product: [C:31]([N:18]1[CH2:19][CH2:20][CH2:21][C@@H:17]1/[CH:16]=[C:15](/[C:12]1[NH:11][C:10](=[O:30])[C:9]([Cl:8])=[CH:14][CH:13]=1)\[C:22]1[CH:27]=[CH:26][C:25]([CH2:28][CH3:29])=[CH:24][CH:23]=1)(=[O:33])[CH3:32]. The catalyst class is: 2.